From a dataset of Peptide-MHC class I binding affinity with 185,985 pairs from IEDB/IMGT. Regression. Given a peptide amino acid sequence and an MHC pseudo amino acid sequence, predict their binding affinity value. This is MHC class I binding data. (1) The peptide sequence is REDLWCGSL. The MHC is HLA-B40:01 with pseudo-sequence HLA-B40:01. The binding affinity (normalized) is 0.921. (2) The peptide sequence is LVDKEDTDIV. The MHC is HLA-A02:03 with pseudo-sequence HLA-A02:03. The binding affinity (normalized) is 0.314. (3) The peptide sequence is NHINVELSM. The MHC is Mamu-A07 with pseudo-sequence Mamu-A07. The binding affinity (normalized) is 0.596. (4) The peptide sequence is SASAFFGMSR. The MHC is HLA-A68:01 with pseudo-sequence HLA-A68:01. The binding affinity (normalized) is 0.787. (5) The peptide sequence is VTEIDQLVC. The MHC is HLA-A02:01 with pseudo-sequence HLA-A02:01. The binding affinity (normalized) is 0. (6) The peptide sequence is YCVKYPNL. The MHC is H-2-Db with pseudo-sequence H-2-Db. The binding affinity (normalized) is 0. (7) The peptide sequence is LVSAGIRKV. The MHC is HLA-B51:01 with pseudo-sequence HLA-B51:01. The binding affinity (normalized) is 0. (8) The peptide sequence is KLEGKIVQY. The MHC is HLA-B15:02 with pseudo-sequence HLA-B15:02. The binding affinity (normalized) is 0.0847. (9) The peptide sequence is LPHIIDEVI. The MHC is HLA-B15:01 with pseudo-sequence HLA-B15:01. The binding affinity (normalized) is 0.230. (10) The peptide sequence is NAKVGDDVK. The MHC is HLA-A03:01 with pseudo-sequence HLA-A03:01. The binding affinity (normalized) is 0.